This data is from Catalyst prediction with 721,799 reactions and 888 catalyst types from USPTO. The task is: Predict which catalyst facilitates the given reaction. (1) Reactant: [Cl:1][C:2]1[CH:7]=[C:6]([CH3:8])[CH:5]=[CH:4][N:3]=1.CC(N=NC(C#N)(C)C)(C#N)C.C1C(=O)N([Cl:28])C(=O)C1. Product: [Cl:1][C:2]1[CH:7]=[C:6]([CH2:8][Cl:28])[CH:5]=[CH:4][N:3]=1. The catalyst class is: 23. (2) Reactant: C(O)(C(F)(F)F)=O.C(OC([N:15]([C:23]1[C:28]([C:29]#[CH:30])=[N:27][C:26]([C:31]2[CH:36]=[CH:35][C:34]([S:37]([CH:40]([CH3:42])[CH3:41])(=[O:39])=[O:38])=[CH:33][CH:32]=2)=[CH:25][N:24]=1)C(=O)OC(C)(C)C)=O)(C)(C)C. Product: [C:29]([C:28]1[C:23]([NH2:15])=[N:24][CH:25]=[C:26]([C:31]2[CH:32]=[CH:33][C:34]([S:37]([CH:40]([CH3:41])[CH3:42])(=[O:39])=[O:38])=[CH:35][CH:36]=2)[N:27]=1)#[CH:30]. The catalyst class is: 2. (3) Reactant: [CH2:1]([NH:3][C:4]([NH:6][C:7]1[S:8][C:9]2[C:15]([C:16]#[CH:17])=[CH:14][C:13]([C:18]3[CH:19]=[N:20][C:21]([N:24]4[CH2:29][CH2:28][C:27]([CH3:35])([C:30]([O:32][CH2:33][CH3:34])=[O:31])[CH2:26][CH2:25]4)=[N:22][CH:23]=3)=[CH:12][C:10]=2[N:11]=1)=[O:5])[CH3:2].[N:36]([CH2:39][Si:40]([CH3:43])([CH3:42])[CH3:41])=[N+:37]=[N-:38].C(N(C(C)C)C(C)C)C. Product: [CH2:1]([NH:3][C:4]([NH:6][C:7]1[S:8][C:9]2[C:15]([C:16]3[N:38]=[N:37][N:36]([CH2:39][Si:40]([CH3:43])([CH3:42])[CH3:41])[CH:17]=3)=[CH:14][C:13]([C:18]3[CH:23]=[N:22][C:21]([N:24]4[CH2:25][CH2:26][C:27]([CH3:35])([C:30]([O:32][CH2:33][CH3:34])=[O:31])[CH2:28][CH2:29]4)=[N:20][CH:19]=3)=[CH:12][C:10]=2[N:11]=1)=[O:5])[CH3:2]. The catalyst class is: 580.